From a dataset of Forward reaction prediction with 1.9M reactions from USPTO patents (1976-2016). Predict the product of the given reaction. (1) Given the reactants [CH3:1][S:2][C:3]1[CH:8]=[C:7]([C@@H:9]([NH:12][C:13]([C:15]2[C:16]3[CH:23]=[N:22][N:21]([C:24]4[CH:29]=[CH:28][C:27]([F:30])=[CH:26][CH:25]=4)[C:17]=3[CH:18]=[N:19][CH:20]=2)=[O:14])[CH2:10][CH3:11])[CH:6]=[CH:5][N:4]=1.I([O-])(=O)(=O)=[O:32].[Na+], predict the reaction product. The product is: [CH3:1][S:2]([C:3]1[CH:8]=[C:7]([C@@H:9]([NH:12][C:13]([C:15]2[C:16]3[CH:23]=[N:22][N:21]([C:24]4[CH:25]=[CH:26][C:27]([F:30])=[CH:28][CH:29]=4)[C:17]=3[CH:18]=[N:19][CH:20]=2)=[O:14])[CH2:10][CH3:11])[CH:6]=[CH:5][N:4]=1)=[O:32]. (2) Given the reactants [H-].[Al+3].[Li+].[H-].[H-].[H-].C([O:9][C:10](=O)[C:11]([CH2:19][CH:20]=[CH2:21])([CH2:17][CH3:18])[C:12](OCC)=[O:13])C, predict the reaction product. The product is: [CH2:19]([C:11]([CH2:17][CH3:18])([CH2:12][OH:13])[CH2:10][OH:9])[CH:20]=[CH2:21]. (3) Given the reactants [F:1][C:2]([F:36])([F:35])[C:3]1[CH:4]=[C:5]([CH:28]=[C:29]([C:31]([F:34])([F:33])[F:32])[CH:30]=1)[CH2:6][N:7]1[CH2:14][CH2:13][CH2:12][O:11][C:10]2[N:15]=[C:16](Cl)[CH:17]=[C:18]([C:19]3[CH:24]=[CH:23][CH:22]=[CH:21][C:20]=3[CH3:25])[C:9]=2[C:8]1=[O:27].C(OC([N:44]1[CH2:49][CH2:48][NH:47][CH2:46][CH2:45]1)=O)(C)(C)C.[CH3:50][S:51](Cl)(=[O:53])=[O:52], predict the reaction product. The product is: [F:1][C:2]([F:36])([F:35])[C:3]1[CH:4]=[C:5]([CH:28]=[C:29]([C:31]([F:34])([F:33])[F:32])[CH:30]=1)[CH2:6][N:7]1[CH2:14][CH2:13][CH2:12][O:11][C:10]2[N:15]=[C:16]([N:47]3[CH2:48][CH2:49][N:44]([S:51]([CH3:50])(=[O:53])=[O:52])[CH2:45][CH2:46]3)[CH:17]=[C:18]([C:19]3[CH:24]=[CH:23][CH:22]=[CH:21][C:20]=3[CH3:25])[C:9]=2[C:8]1=[O:27]. (4) Given the reactants [O:1]1[CH:5]=[CH:4][CH:3]=[C:2]1[CH:6]([C:8]1[CH:9]=[N:10][C:11]([C:14]2[CH:19]=[CH:18][CH:17]=[CH:16][CH:15]=2)=[CH:12][CH:13]=1)O.[CH:20]1[N:24]=[CH:23][N:22](C([N:22]2[CH:23]=[N:24][CH:20]=[CH:21]2)=O)[CH:21]=1, predict the reaction product. The product is: [O:1]1[CH:5]=[CH:4][CH:3]=[C:2]1[CH:6]([N:22]1[CH:21]=[CH:20][N:24]=[CH:23]1)[C:8]1[CH:13]=[CH:12][C:11]([C:14]2[CH:19]=[CH:18][CH:17]=[CH:16][CH:15]=2)=[N:10][CH:9]=1. (5) Given the reactants [C:1]([C:3]1[N:7]2[N:8]=[C:9]([C:12]3[CH:17]=[CH:16][C:15]([C:18]([N:20]4[CH2:25][CH2:24][O:23][CH2:22][CH2:21]4)=[O:19])=[CH:14][CH:13]=3)[CH:10]=[CH:11][C:6]2=[N:5][CH:4]=1)#[CH:2].I[C:27]1[CH:28]=[C:29]([NH:33][C:34](=[O:36])[CH3:35])[CH:30]=[CH:31][CH:32]=1, predict the reaction product. The product is: [N:20]1([C:18]([C:15]2[CH:14]=[CH:13][C:12]([C:9]3[CH:10]=[CH:11][C:6]4[N:7]([C:3]([C:1]#[C:2][C:27]5[CH:28]=[C:29]([NH:33][C:34](=[O:36])[CH3:35])[CH:30]=[CH:31][CH:32]=5)=[CH:4][N:5]=4)[N:8]=3)=[CH:17][CH:16]=2)=[O:19])[CH2:21][CH2:22][O:23][CH2:24][CH2:25]1.